Dataset: Peptide-MHC class I binding affinity with 185,985 pairs from IEDB/IMGT. Task: Regression. Given a peptide amino acid sequence and an MHC pseudo amino acid sequence, predict their binding affinity value. This is MHC class I binding data. (1) The peptide sequence is VSHLTTLAT. The MHC is HLA-A02:01 with pseudo-sequence HLA-A02:01. The binding affinity (normalized) is 0. (2) The peptide sequence is SPRYIFTML. The MHC is HLA-A11:01 with pseudo-sequence HLA-A11:01. The binding affinity (normalized) is 0.0847. (3) The peptide sequence is HPTSRRELL. The MHC is HLA-B08:01 with pseudo-sequence HLA-B08:01. The binding affinity (normalized) is 0.161. (4) The peptide sequence is DRFYKTLRA. The MHC is HLA-A68:02 with pseudo-sequence HLA-A68:02. The binding affinity (normalized) is 0. (5) The peptide sequence is WMRWGGWPF. The MHC is HLA-B45:06 with pseudo-sequence HLA-B45:06. The binding affinity (normalized) is 0.213. (6) The peptide sequence is STFATVLEY. The MHC is HLA-B08:01 with pseudo-sequence HLA-B08:01. The binding affinity (normalized) is 0.0847.